This data is from Catalyst prediction with 721,799 reactions and 888 catalyst types from USPTO. The task is: Predict which catalyst facilitates the given reaction. Reactant: [Cl:1][C:2]1[CH:3]=[CH:4][C:5]2[N:11]3[CH:12]=[CH:13][CH:14]=[C:10]3[C@@H:9]([CH2:15][CH2:16][C:17]([O:19][CH3:20])=[O:18])[O:8][C@H:7]([C:21]3[CH:26]=[CH:25][CH:24]=[C:23]([O:27][CH3:28])[C:22]=3[O:29][CH3:30])[C:6]=2[CH:31]=1.[Cl:32]N1C(=O)CCC1=O.O. Product: [Cl:32][C:12]1[N:11]2[C:5]3[CH:4]=[CH:3][C:2]([Cl:1])=[CH:31][C:6]=3[C@@H:7]([C:21]3[CH:26]=[CH:25][CH:24]=[C:23]([O:27][CH3:28])[C:22]=3[O:29][CH3:30])[O:8][C@H:9]([CH2:15][CH2:16][C:17]([O:19][CH3:20])=[O:18])[C:10]2=[CH:14][CH:13]=1. The catalyst class is: 7.